Dataset: Forward reaction prediction with 1.9M reactions from USPTO patents (1976-2016). Task: Predict the product of the given reaction. (1) Given the reactants [F:1][C:2]([F:11])([F:10])[C:3]1[CH:8]=[CH:7][C:6]([OH:9])=[CH:5][CH:4]=1.[Na+].[I-:13].CC1C=CC(S(NCl)(=O)=O)=CC=1.Cl, predict the reaction product. The product is: [I:13][C:5]1[CH:4]=[C:3]([C:2]([F:10])([F:11])[F:1])[CH:8]=[CH:7][C:6]=1[OH:9]. (2) Given the reactants [O:1]1[C:5]2[CH:6]=[CH:7][CH:8]=[CH:9][C:4]=2[CH:3]=[C:2]1[C:10]([OH:12])=O.[CH3:13][C:14]1([CH3:22])[O:19][C:18](=[O:20])[CH2:17][C:16](=[O:21])[O:15]1.CCN=C=NCCCN(C)C.Cl, predict the reaction product. The product is: [O:1]1[C:5]2[CH:6]=[CH:7][CH:8]=[CH:9][C:4]=2[CH:3]=[C:2]1[C:10]([CH:17]1[C:18](=[O:20])[O:19][C:14]([CH3:22])([CH3:13])[O:15][C:16]1=[O:21])=[O:12]. (3) The product is: [ClH:1].[C:12]([C:16]1[CH:21]=[C:20]([C:2]2[CH:3]=[C:4]([CH:9]=[CH:10][N:11]=2)[C:5]([O:7][CH3:8])=[O:6])[CH:19]=[CH:18][CH:17]=1)([CH3:15])([CH3:14])[CH3:13]. Given the reactants [Cl:1][C:2]1[CH:3]=[C:4]([CH:9]=[CH:10][N:11]=1)[C:5]([O:7][CH3:8])=[O:6].[C:12]([C:16]1[CH:17]=[C:18](B2OC(C)(C)C(C)(C)O2)[CH:19]=[CH:20][CH:21]=1)([CH3:15])([CH3:14])[CH3:13].C(=O)([O-])[O-].[K+].[K+].Cl, predict the reaction product. (4) The product is: [CH:21]1([CH:17]([OH:18])[C:16]2[CH:15]=[CH:14][C:13]([C:11]([N:7]3[CH2:8][CH2:9][CH2:10][N:4]([CH:1]([CH3:3])[CH3:2])[CH2:5][CH2:6]3)=[O:12])=[CH:20][CH:19]=2)[CH2:26][CH2:25][CH2:24][CH2:23][CH2:22]1. Given the reactants [CH:1]([N:4]1[CH2:10][CH2:9][CH2:8][N:7]([C:11]([C:13]2[CH:20]=[CH:19][C:16]([CH:17]=[O:18])=[CH:15][CH:14]=2)=[O:12])[CH2:6][CH2:5]1)([CH3:3])[CH3:2].[CH:21]1([Mg]Cl)[CH2:26][CH2:25][CH2:24][CH2:23][CH2:22]1, predict the reaction product. (5) Given the reactants [Cl:1][C:2]1[CH:3]=[C:4](B(O)O)[CH:5]=[C:6]([F:8])[CH:7]=1.[NH2:12][C:13]1[O:14][CH2:15][C@@:16]2([N:32]=1)[C@@H:29]1[C@H:24]([CH2:25][CH2:26][C:27](=[O:30])[CH2:28]1)[O:23][C:22]1[C:17]2=[CH:18][C:19](Br)=[CH:20][CH:21]=1, predict the reaction product. The product is: [NH2:12][C:13]1[O:14][CH2:15][C@@:16]2([N:32]=1)[C@@H:29]1[C@H:24]([CH2:25][CH2:26][C:27](=[O:30])[CH2:28]1)[O:23][C:22]1[C:17]2=[CH:18][C:19]([C:4]2[CH:5]=[C:6]([F:8])[CH:7]=[C:2]([Cl:1])[CH:3]=2)=[CH:20][CH:21]=1. (6) Given the reactants [Cl:1][C:2]1[CH:7]=[C:6](I)[C:5]([Cl:9])=[CH:4][N:3]=1.[NH2:10][C:11]1[CH:19]=[CH:18][CH:17]=[CH:16][C:12]=1[C:13]([OH:15])=[O:14].C1(P(C2C=CC=CC=2)C2C=CC=CC=2OC2C=CC=CC=2P(C2C=CC=CC=2)C2C=CC=CC=2)C=CC=CC=1.[O-]P([O-])([O-])=O.[K+].[K+].[K+], predict the reaction product. The product is: [Cl:1][C:2]1[CH:7]=[C:6]([NH:10][C:11]2[CH:19]=[CH:18][CH:17]=[CH:16][C:12]=2[C:13]([OH:15])=[O:14])[C:5]([Cl:9])=[CH:4][N:3]=1.